Dataset: Forward reaction prediction with 1.9M reactions from USPTO patents (1976-2016). Task: Predict the product of the given reaction. (1) The product is: [F:39][C:36]1[CH:37]=[CH:38][C:33]([N:20]2[C:19]([CH2:18][CH2:17][CH2:16][CH2:15][C:14]([O:13][C:9]([CH3:10])([CH3:12])[CH3:11])=[O:40])=[CH:28][C:27]3[C:22](=[CH:23][CH:24]=[C:25]([CH2:29][OH:30])[CH:26]=3)[C:21]2=[O:32])=[CH:34][CH:35]=1. Given the reactants ClC(OCC(C)C)=O.[C:9]([O:13][C:14](=[O:40])[CH2:15][CH2:16][CH2:17][CH2:18][C:19]1[N:20]([C:33]2[CH:38]=[CH:37][C:36]([F:39])=[CH:35][CH:34]=2)[C:21](=[O:32])[C:22]2[C:27]([CH:28]=1)=[CH:26][C:25]([C:29](O)=[O:30])=[CH:24][CH:23]=2)([CH3:12])([CH3:11])[CH3:10].CCN(C(C)C)C(C)C.[BH4-].[Na+], predict the reaction product. (2) Given the reactants [CH:1]1([C:4]([N:6]2[CH2:10][CH2:9][C@@H:8]([CH2:11][C:12]([NH:14][NH2:15])=[O:13])[CH2:7]2)=[O:5])[CH2:3][CH2:2]1.[Br:16][C:17]1[CH:22]=[CH:21][C:20]([N:23]=[C:24]=[O:25])=[CH:19][CH:18]=1.[N-]=C=O, predict the reaction product. The product is: [Br:16][C:17]1[CH:22]=[CH:21][C:20]([NH:23][C:24]([NH:15][NH:14][C:12](=[O:13])[CH2:11][C@@H:8]2[CH2:9][CH2:10][N:6]([C:4]([CH:1]3[CH2:3][CH2:2]3)=[O:5])[CH2:7]2)=[O:25])=[CH:19][CH:18]=1. (3) Given the reactants Cl.C([N:4]=C=NCCCN(C)C)C.[Br:13][C:14]1[C:19]2[CH:20]=[C:21]([C:23]([CH3:26])([CH3:25])[CH3:24])[O:22][C:18]=2[C:17]([C:27](O)=[O:28])=[CH:16][C:15]=1[C:30]1[CH:35]=[CH:34][CH:33]=[CH:32][CH:31]=1.OC1C2N=NNC=2C=CC=1.N, predict the reaction product. The product is: [Br:13][C:14]1[C:19]2[CH:20]=[C:21]([C:23]([CH3:26])([CH3:25])[CH3:24])[O:22][C:18]=2[C:17]([C:27]([NH2:4])=[O:28])=[CH:16][C:15]=1[C:30]1[CH:35]=[CH:34][CH:33]=[CH:32][CH:31]=1. (4) The product is: [Cl:15][C:16]1[CH:17]=[C:18]([NH:29][C:30]2[N:32]=[C:8]([C:3]3[S:4][C:5]([CH3:7])=[N:6][C:2]=3[CH3:1])[CH:9]=[CH:10][N:31]=2)[CH:19]=[C:20]([Cl:28])[C:21]=1[N:22]1[CH2:27][CH2:26][O:25][CH2:24][CH2:23]1. Given the reactants [CH3:1][C:2]1[N:6]=[C:5]([CH3:7])[S:4][C:3]=1/[CH:8]=[CH:9]/[C:10](N(C)C)=O.[Cl:15][C:16]1[CH:17]=[C:18]([NH:29][C:30]([NH2:32])=[NH:31])[CH:19]=[C:20]([Cl:28])[C:21]=1[N:22]1[CH2:27][CH2:26][O:25][CH2:24][CH2:23]1, predict the reaction product.